Dataset: Forward reaction prediction with 1.9M reactions from USPTO patents (1976-2016). Task: Predict the product of the given reaction. (1) Given the reactants [CH3:1][CH:2]1[CH2:6][CH2:5][CH2:4][N:3]1[CH2:7][CH2:8][CH2:9][O:10][C:11]1[CH:16]=[CH:15][C:14]([C:17]2[S:18][C:19]3[CH2:20]N[CH2:22][CH2:23][C:24]=3[N:25]=2)=[CH:13][CH:12]=1.[CH3:26]O.[C:28]([BH3-])#[N:29].[Na+].[C:32]([OH:35])(=O)[CH3:33], predict the reaction product. The product is: [CH3:1][CH:2]1[CH2:6][CH2:5][CH2:4][N:3]1[CH2:7][CH2:8][CH2:9][O:10][C:11]1[CH:16]=[CH:15][C:14]([C:17]2[S:18][C:19]3[CH2:20][N:29]([CH2:28][CH2:26][CH:32]([OH:35])[CH3:33])[CH2:22][CH2:23][C:24]=3[N:25]=2)=[CH:13][CH:12]=1.[CH3:1][CH:2]1[CH2:6][CH2:5][CH2:4][N:3]1[CH2:7][CH2:8][CH2:9][O:10][C:11]1[CH:16]=[CH:15][C:14]([C:17]2[S:18][C:19]3[CH2:20][N:29]([C@@H:28]4[CH2:33][C@H:32]([OH:35])[CH2:26]4)[CH2:22][CH2:23][C:24]=3[N:25]=2)=[CH:13][CH:12]=1. (2) Given the reactants [Cl:1][C:2]1[C:7]([Cl:8])=[C:6]([S:9](=[O:19])(=[O:18])[NH:10][C@@H:11]([CH2:16][CH3:17])[C:12]([F:15])([F:14])[F:13])[CH:5]=[CH:4][C:3]=1[C:20]1[S:24][C:23]([C:25]2[O:29][C:28]([CH2:30][C:31]([CH3:37])([CH3:36])[C:32]([O:34]C)=[O:33])=[N:27][N:26]=2)=[N:22][C:21]=1[C:38]([N:40]1[CH2:45][CH2:44][CH2:43][CH2:42][C@@H:41]1[CH3:46])=[O:39], predict the reaction product. The product is: [Cl:1][C:2]1[C:7]([Cl:8])=[C:6]([S:9](=[O:19])(=[O:18])[NH:10][C@@H:11]([CH2:16][CH3:17])[C:12]([F:13])([F:14])[F:15])[CH:5]=[CH:4][C:3]=1[C:20]1[S:24][C:23]([C:25]2[O:29][C:28]([CH2:30][C:31]([CH3:37])([CH3:36])[C:32]([OH:34])=[O:33])=[N:27][N:26]=2)=[N:22][C:21]=1[C:38]([N:40]1[CH2:45][CH2:44][CH2:43][CH2:42][C@@H:41]1[CH3:46])=[O:39]. (3) Given the reactants [F:1][C:2]([F:32])([F:31])[C:3]1[CH:4]=[C:5]([CH:24]=[C:25]([C:27]([F:30])([F:29])[F:28])[CH:26]=1)[CH2:6][N:7]([CH2:12][C:13]1[CH:18]=[C:17]([C:19]([F:22])([F:21])[F:20])[CH:16]=[CH:15][C:14]=1I)[C:8](=[O:11])[O:9][CH3:10].CCO.[CH:36]1[C:45]2[C:40](=[CH:41][CH:42]=[CH:43][CH:44]=2)[C:39](B(O)O)=[CH:38][N:37]=1.C(=O)([O-])[O-].[Na+].[Na+], predict the reaction product. The product is: [F:1][C:2]([F:32])([F:31])[C:3]1[CH:4]=[C:5]([CH:24]=[C:25]([C:27]([F:30])([F:29])[F:28])[CH:26]=1)[CH2:6][N:7]([CH2:12][C:13]1[CH:18]=[C:17]([C:19]([F:22])([F:21])[F:20])[CH:16]=[CH:15][C:14]=1[C:39]1[C:40]2[C:45](=[CH:44][CH:43]=[CH:42][CH:41]=2)[CH:36]=[N:37][CH:38]=1)[C:8](=[O:11])[O:9][CH3:10]. (4) The product is: [C:22]([O:21][C:19]([NH:17][NH:18][CH:2]1[CH2:6][CH2:5][N:4]([C:7]([O:9][CH2:10][C:11]2[CH:16]=[CH:15][CH:14]=[CH:13][CH:12]=2)=[O:8])[CH2:3]1)=[O:20])([CH3:25])([CH3:24])[CH3:23]. Given the reactants O=[C:2]1[CH2:6][CH2:5][N:4]([C:7]([O:9][CH2:10][C:11]2[CH:16]=[CH:15][CH:14]=[CH:13][CH:12]=2)=[O:8])[CH2:3]1.[NH:17]([C:19]([O:21][C:22]([CH3:25])([CH3:24])[CH3:23])=[O:20])[NH2:18].C([BH3-])#N.[Na+].C1(C)C=CC(S(O)(=O)=O)=CC=1, predict the reaction product. (5) Given the reactants [Cl:1][C:2]1[C:11]2[C:6](=[CH:7][CH:8]=[C:9]([O:12]C)[CH:10]=2)[O:5][C:4](=[O:14])[C:3]=1[C:15]1[CH:20]=[CH:19][CH:18]=[C:17]([O:21]C)[CH:16]=1.B(Br)(Br)Br, predict the reaction product. The product is: [Cl:1][C:2]1[C:11]2[C:6](=[CH:7][CH:8]=[C:9]([OH:12])[CH:10]=2)[O:5][C:4](=[O:14])[C:3]=1[C:15]1[CH:20]=[CH:19][CH:18]=[C:17]([OH:21])[CH:16]=1. (6) Given the reactants C([Cl:4])(=O)C.[CH3:5][O:6][CH2:7][CH2:8][C@@H:9]1[N:14]([CH3:15])[CH2:13][CH2:12][N:11]([C:16]2[C:25]3[CH:24]=[C:23]([CH:26]([CH3:28])[CH3:27])[S:22][C:21]=3[NH:20][C:19]3[CH:29]=[CH:30][CH:31]=[CH:32][C:18]=3[N:17]=2)[CH2:10]1, predict the reaction product. The product is: [ClH:4].[ClH:4].[CH3:5][O:6][CH2:7][CH2:8][C@@H:9]1[N:14]([CH3:15])[CH2:13][CH2:12][N:11]([C:16]2[C:25]3[CH:24]=[C:23]([CH:26]([CH3:28])[CH3:27])[S:22][C:21]=3[NH:20][C:19]3[CH:29]=[CH:30][CH:31]=[CH:32][C:18]=3[N:17]=2)[CH2:10]1. (7) Given the reactants [Si]([O:8][CH2:9][CH2:10][N:11]([CH:49]([CH3:51])[CH3:50])[C:12]([C:14]1[N:15]=[C:16]([N:19]2[CH2:22][CH:21]([S:23][C:24]3[C@H:25]([CH3:48])[C@@H:26]4[C@@H:43]([C@H:44]([OH:46])[CH3:45])[C:42](=[O:47])[N:27]4[C:28]=3[C:29]([O:31][CH2:32][C:33]3[CH:38]=[CH:37][C:36]([N+:39]([O-:41])=[O:40])=[CH:35][CH:34]=3)=[O:30])[CH2:20]2)[S:17][CH:18]=1)=[O:13])(C(C)(C)C)(C)C.C(O)(=O)C.[F-].C([N+](CCCC)(CCCC)CCCC)CCC.C(=O)([O-])O.[Na+], predict the reaction product. The product is: [OH:8][CH2:9][CH2:10][N:11]([CH:49]([CH3:51])[CH3:50])[C:12]([C:14]1[N:15]=[C:16]([N:19]2[CH2:20][CH:21]([S:23][C:24]3[C@H:25]([CH3:48])[C@@H:26]4[C@@H:43]([C@H:44]([OH:46])[CH3:45])[C:42](=[O:47])[N:27]4[C:28]=3[C:29]([O:31][CH2:32][C:33]3[CH:38]=[CH:37][C:36]([N+:39]([O-:41])=[O:40])=[CH:35][CH:34]=3)=[O:30])[CH2:22]2)[S:17][CH:18]=1)=[O:13]. (8) Given the reactants [Br:1][C:2]1[C:7](=[O:8])[N:6]2[CH:9]=[CH:10][CH:11]=[CH:12][C:5]2=[N:4][C:3]=1[CH3:13].[CH3:14][O:15][C:16]1[C:17]([O:24][CH2:25][CH2:26][CH2:27][CH2:28][CH3:29])=[C:18]([CH:21]=[CH:22][CH:23]=1)[CH:19]=O.[O-]CC.[Na+], predict the reaction product. The product is: [Br:1][C:2]1[C:7](=[O:8])[N:6]2[CH:9]=[CH:10][CH:11]=[CH:12][C:5]2=[N:4][C:3]=1/[CH:13]=[CH:19]/[C:18]1[CH:21]=[CH:22][CH:23]=[C:16]([O:15][CH3:14])[C:17]=1[O:24][CH2:25][CH2:26][CH2:27][CH2:28][CH3:29]. (9) Given the reactants C1([O:7][C:8]2C=CC=CC=2)C=CC=CC=1.C([N:18](CCCC)CCCC)CCC.[CH3:27][C:28]1[S:32][C:31](/[CH:33]=[CH:34]/C(N=[N+]=[N-])=O)=[CH:30][CH:29]=1.CCCCCC, predict the reaction product. The product is: [CH3:27][C:28]1[S:32][C:31]2[CH:33]=[CH:34][NH:18][C:8](=[O:7])[C:30]=2[CH:29]=1.